From a dataset of Full USPTO retrosynthesis dataset with 1.9M reactions from patents (1976-2016). Predict the reactants needed to synthesize the given product. (1) Given the product [C:31]([O:34][CH2:35][CH2:36][O:24][C:20]1[CH:19]=[C:18]([C:14]2[CH:15]=[CH:16][CH:17]=[C:12]([CH2:11][CH2:10][C:4]3[N:3]=[C:2]([NH2:1])[N:7]([CH3:8])[C:6](=[O:9])[CH:5]=3)[CH:13]=2)[CH:23]=[CH:22][CH:21]=1)(=[O:33])[CH3:32], predict the reactants needed to synthesize it. The reactants are: [NH2:1][C:2]1[N:7]([CH3:8])[C:6](=[O:9])[CH:5]=[C:4]([CH2:10][CH2:11][C:12]2[CH:13]=[C:14]([C:18]3[CH:23]=[CH:22][CH:21]=[C:20]([OH:24])[CH:19]=3)[CH:15]=[CH:16][CH:17]=2)[N:3]=1.C([O-])([O-])=O.[K+].[K+].[C:31]([O:34][CH2:35][CH2:36]Br)(=[O:33])[CH3:32]. (2) Given the product [CH3:1][N:2]1[CH2:27][CH2:26][C:5]2[N:6]([CH2:14][CH:15]([C:17]3[CH:18]=[CH:19][C:20]([C:23]([N:30]([CH3:31])[CH3:29])=[O:24])=[N:21][CH:22]=3)[OH:16])[C:7]3[CH:8]=[CH:9][C:10]([CH3:13])=[CH:11][C:12]=3[C:4]=2[CH2:3]1, predict the reactants needed to synthesize it. The reactants are: [CH3:1][N:2]1[CH2:27][CH2:26][C:5]2[N:6]([CH2:14][CH:15]([C:17]3[CH:18]=[CH:19][C:20]([C:23](O)=[O:24])=[N:21][CH:22]=3)[OH:16])[C:7]3[CH:8]=[CH:9][C:10]([CH3:13])=[CH:11][C:12]=3[C:4]=2[CH2:3]1.C[CH2:29][N:30]=[C:31]=NCCCN(C)C.Cl.CNC. (3) Given the product [CH2:1]([O:8][C:9]1[C:10]([OH:26])=[C:11]([CH:23]=[C:24]([I:39])[N:25]=1)[C:12]([NH:14][CH2:15][C:16]1[CH:21]=[CH:20][C:19]([F:22])=[CH:18][CH:17]=1)=[O:13])[C:2]1[CH:7]=[CH:6][CH:5]=[CH:4][CH:3]=1, predict the reactants needed to synthesize it. The reactants are: [CH2:1]([O:8][C:9]1[C:10]([O:26]COC)=[C:11]([CH:23]=[CH:24][N:25]=1)[C:12]([NH:14][CH2:15][C:16]1[CH:21]=[CH:20][C:19]([F:22])=[CH:18][CH:17]=1)=[O:13])[C:2]1[CH:7]=[CH:6][CH:5]=[CH:4][CH:3]=1.Cl.[OH-].[Na+].C([O-])([O-])=O.[K+].[K+].[I:39]I. (4) Given the product [C:20]1([C:19]#[C:18][C:15]2[CH:16]=[CH:17][C:12]([N:1]3[C@@H:6]4[CH2:7][CH2:8][CH2:9][C@@H:5]4[CH2:4][O:3][C:2]3=[O:10])=[N:13][CH:14]=2)[CH:21]=[CH:22][CH:23]=[CH:24][CH:25]=1, predict the reactants needed to synthesize it. The reactants are: [NH:1]1[C@@H:6]2[CH2:7][CH2:8][CH2:9][C@@H:5]2[CH2:4][O:3][C:2]1=[O:10].F[C:12]1[CH:17]=[CH:16][C:15]([C:18]#[C:19][C:20]2[CH:25]=[CH:24][CH:23]=[CH:22][CH:21]=2)=[CH:14][N:13]=1.[H-].[Na+]. (5) Given the product [CH2:1]=[CH:2][C:3]1[CH:8]=[CH:7][CH:6]=[CH:5][CH:4]=1.[CH:9]([C:11]1[C:20]2[C:15](=[CH:16][CH:17]=[CH:18][CH:19]=2)[CH:14]=[CH:13][CH:12]=1)=[CH2:10], predict the reactants needed to synthesize it. The reactants are: [CH2:1]=[CH:2][C:3]1[CH:8]=[CH:7][CH:6]=[CH:5][CH:4]=1.[CH:9]([C:11]1[C:20]2[C:15](=[CH:16][CH:17]=[CH:18][CH:19]=2)[CH:14]=[CH:13][CH:12]=1)=[CH2:10]. (6) Given the product [C:15]([CH:16]1[O:36][CH:17]1[CH:31]([CH:25]1[CH2:30][CH2:29][CH2:28][CH2:27][CH2:26]1)[OH:32])([CH3:19])([CH3:18])[CH3:14], predict the reactants needed to synthesize it. The reactants are: B(C1CCCCC1)C1CCCCC1.[CH3:14][C:15]([CH3:19])([CH3:18])[C:16]#[CH:17].[Zn](CC)CC.[CH:25]1([CH:31]=[O:32])[CH2:30][CH2:29][CH2:28][CH2:27][CH2:26]1.CC([O:36]C([C@H](O)[C@@H](O)C(OC(C)C)=O)=O)C.